From a dataset of Full USPTO retrosynthesis dataset with 1.9M reactions from patents (1976-2016). Predict the reactants needed to synthesize the given product. (1) Given the product [CH2:9]([N:16]1[CH2:20][CH2:19][C:18](=[C:25]([C:27]2([O:30][Si:31]([C:34]([CH3:37])([CH3:36])[CH3:35])([CH3:32])[CH3:33])[CH2:28][CH2:29]2)[OH:24])[C:17]1=[O:21])[C:10]1[CH:15]=[CH:14][CH:13]=[CH:12][CH:11]=1, predict the reactants needed to synthesize it. The reactants are: [Li+].CC([N-]C(C)C)C.[CH2:9]([N:16]1[CH2:20][CH2:19][CH2:18][C:17]1=[O:21])[C:10]1[CH:15]=[CH:14][CH:13]=[CH:12][CH:11]=1.C([O:24][C:25]([C:27]1([O:30][Si:31]([C:34]([CH3:37])([CH3:36])[CH3:35])([CH3:33])[CH3:32])[CH2:29][CH2:28]1)=O)C.[NH4+].[Cl-]. (2) Given the product [F:21][C:15]1[C:16]([F:20])=[CH:17][CH:18]=[CH:19][C:14]=1[C:11]1[CH:12]=[CH:13][C:8]2[N:7]=[C:25]([C:27]3[CH:28]=[C:29]([CH:30]=[CH:31][CH:32]=3)[C:33]#[N:34])[CH2:24][C:23](=[O:35])[NH:22][C:9]=2[CH:10]=1, predict the reactants needed to synthesize it. The reactants are: C(OC(=O)[NH:7][C:8]1[CH:13]=[CH:12][C:11]([C:14]2[CH:19]=[CH:18][CH:17]=[C:16]([F:20])[C:15]=2[F:21])=[CH:10][C:9]=1[NH:22][C:23](=[O:35])[CH2:24][C:25]([C:27]1[CH:32]=[CH:31][CH:30]=[C:29]([C:33]#[N:34])[CH:28]=1)=O)(C)(C)C.C(O)(C(F)(F)F)=O. (3) Given the product [Br:11][C:12]1[CH:13]=[C:14]2[C:18](=[CH:19][CH:20]=1)[N:17]([Si:24]([CH:28]([CH3:30])[CH3:29])([CH:25]([CH3:27])[CH3:26])[CH:21]([CH3:23])[CH3:22])[CH:16]=[CH:15]2, predict the reactants needed to synthesize it. The reactants are: C[Si]([N-][Si](C)(C)C)(C)C.[Li+].[Br:11][C:12]1[CH:13]=[C:14]2[C:18](=[CH:19][CH:20]=1)[NH:17][CH:16]=[CH:15]2.[CH:21]([Si:24](Cl)([CH:28]([CH3:30])[CH3:29])[CH:25]([CH3:27])[CH3:26])([CH3:23])[CH3:22]. (4) The reactants are: C(OC(=O)[NH:7][CH:8]1[CH2:13][CH2:12][CH2:11][N:10]([C:14]2[CH:15]=[N:16][C:17]([O:23][C:24]3[CH:29]=[CH:28][C:27]([O:30][C:31]4[CH:36]=[CH:35][CH:34]=[CH:33][CH:32]=4)=[CH:26][CH:25]=3)=[C:18]([C:20](=[O:22])[NH2:21])[CH:19]=2)[CH2:9]1)(C)(C)C.Cl. Given the product [NH2:7][CH:8]1[CH2:13][CH2:12][CH2:11][N:10]([C:14]2[CH:15]=[N:16][C:17]([O:23][C:24]3[CH:29]=[CH:28][C:27]([O:30][C:31]4[CH:36]=[CH:35][CH:34]=[CH:33][CH:32]=4)=[CH:26][CH:25]=3)=[C:18]([C:20]([NH2:21])=[O:22])[CH:19]=2)[CH2:9]1, predict the reactants needed to synthesize it. (5) Given the product [C:13]([O:1][C:2]1[CH:9]=[CH:8][C:5]([CH:6]=[O:7])=[CH:4][C:3]=1[O:10][CH3:11])([CH3:15])([CH3:14])[CH3:12], predict the reactants needed to synthesize it. The reactants are: [OH:1][C:2]1[CH:9]=[CH:8][C:5]([CH:6]=[O:7])=[CH:4][C:3]=1[O:10][CH3:11].[CH3:12][C:13](OC(OC(O[C:13]([CH3:15])([CH3:14])[CH3:12])=O)=O)([CH3:15])[CH3:14].O. (6) Given the product [CH:1]1([C:4]2[C:5]([N:13]3[CH2:18][CH2:17][N:16]([C:19]([C:21]4[CH:26]=[CH:25][C:24]([N:29]5[CH2:30][CH2:31][CH2:32][CH2:33][S:28]5(=[O:35])=[O:34])=[CH:23][CH:22]=4)=[O:20])[CH2:15][CH2:14]3)=[N:6][CH:7]=[C:8]([CH:10]3[CH2:12][CH2:11]3)[CH:9]=2)[CH2:3][CH2:2]1, predict the reactants needed to synthesize it. The reactants are: [CH:1]1([C:4]2[C:5]([N:13]3[CH2:18][CH2:17][N:16]([C:19]([C:21]4[CH:26]=[CH:25][C:24](I)=[CH:23][CH:22]=4)=[O:20])[CH2:15][CH2:14]3)=[N:6][CH:7]=[C:8]([CH:10]3[CH2:12][CH2:11]3)[CH:9]=2)[CH2:3][CH2:2]1.[S:28]1(=[O:35])(=[O:34])[CH2:33][CH2:32][CH2:31][CH2:30][NH:29]1. (7) The reactants are: Cl[C:2]1[CH:7]=[C:6]([C:8]2[C:16]3[C:11](=[N:12][CH:13]=[CH:14][CH:15]=3)[N:10]([S:17]([C:20]3[CH:25]=[CH:24][CH:23]=[CH:22][CH:21]=3)(=[O:19])=[O:18])[CH:9]=2)[CH:5]=[C:4]([Cl:26])[N:3]=1.[CH3:27][O:28][C:29]1[CH:34]=[CH:33][C:32]([CH2:35][NH2:36])=[CH:31][CH:30]=1. Given the product [Cl:26][C:4]1[N:3]=[C:2]([NH:36][CH2:35][C:32]2[CH:33]=[CH:34][C:29]([O:28][CH3:27])=[CH:30][CH:31]=2)[CH:7]=[C:6]([C:8]2[C:16]3[C:11](=[N:12][CH:13]=[CH:14][CH:15]=3)[N:10]([S:17]([C:20]3[CH:21]=[CH:22][CH:23]=[CH:24][CH:25]=3)(=[O:19])=[O:18])[CH:9]=2)[CH:5]=1, predict the reactants needed to synthesize it. (8) Given the product [CH2:20]([O:19][C:17]([C:14]1[CH:15]=[C:16]2[C:11]([C:10]([C:22](=[O:23])[NH:40][CH2:39][C:35]3[CH:36]=[N:37][CH:38]=[C:33]([F:32])[CH:34]=3)=[C:9]([CH:25]([CH3:27])[CH3:26])[N:8]2[CH2:1][C:2]2[CH:7]=[CH:6][CH:5]=[CH:4][CH:3]=2)=[CH:12][CH:13]=1)=[O:18])[CH3:21], predict the reactants needed to synthesize it. The reactants are: [CH2:1]([N:8]1[C:16]2[C:11](=[CH:12][CH:13]=[C:14]([C:17]([O:19][CH2:20][CH3:21])=[O:18])[CH:15]=2)[C:10]([C:22](O)=[O:23])=[C:9]1[CH:25]([CH3:27])[CH3:26])[C:2]1[CH:7]=[CH:6][CH:5]=[CH:4][CH:3]=1.C(Cl)CCl.[F:32][C:33]1[CH:34]=[C:35]([CH2:39][NH2:40])[CH:36]=[N:37][CH:38]=1. (9) The reactants are: [C:1]([O:4][C@H:5]([C:43]1[CH:48]=[CH:47][C:46]([F:49])=[CH:45][CH:44]=1)[CH2:6][CH2:7][C@H:8]1[C:11](=[O:12])[N:10]([C:13]2[CH:18]=[CH:17][C:16]([CH2:19][CH2:20][CH2:21][OH:22])=[CH:15][CH:14]=2)[C@@H:9]1[C:23]1[CH:28]=[CH:27][C:26]([CH2:29][CH2:30][C:31]2([O:39][C:40](=[O:42])[CH3:41])[CH2:36][O:35][C:34]([CH3:38])([CH3:37])[O:33][CH2:32]2)=[CH:25][CH:24]=1)(=[O:3])[CH3:2].CC(OI1(OC(C)=O)(OC(C)=O)OC(=O)C2C=CC=CC1=2)=O. Given the product [C:1]([O:4][C@H:5]([C:43]1[CH:48]=[CH:47][C:46]([F:49])=[CH:45][CH:44]=1)[CH2:6][CH2:7][C@H:8]1[C:11](=[O:12])[N:10]([C:13]2[CH:18]=[CH:17][C:16]([CH2:19][CH2:20][CH:21]=[O:22])=[CH:15][CH:14]=2)[C@@H:9]1[C:23]1[CH:28]=[CH:27][C:26]([CH2:29][CH2:30][C:31]2([O:39][C:40](=[O:42])[CH3:41])[CH2:36][O:35][C:34]([CH3:37])([CH3:38])[O:33][CH2:32]2)=[CH:25][CH:24]=1)(=[O:3])[CH3:2], predict the reactants needed to synthesize it. (10) The reactants are: [CH2:1]([O:8][C:9]1[C:14]([F:15])=[CH:13][CH:12]=[CH:11][C:10]=1C1C=CC=C2C=1CCC2=O)[C:2]1[CH:7]=[CH:6][CH:5]=[CH:4][CH:3]=1.[Li+].CC([N-][CH:31]([CH3:33])[CH3:32])C.Br[CH2:35][C:36]([O:38][CH2:39][CH3:40])=[O:37]. Given the product [CH2:39]([O:38][C:36](=[O:37])[CH2:35][CH:32]1[CH2:31][C:33]2[C:2](=[CH:3][CH:4]=[C:5]([C:12]3[CH:11]=[CH:10][C:9]([O:8][CH2:1][C:2]4[CH:7]=[CH:6][CH:5]=[CH:4][CH:3]=4)=[C:14]([F:15])[CH:13]=3)[CH:6]=2)[C:1]1=[O:8])[CH3:40], predict the reactants needed to synthesize it.